This data is from Full USPTO retrosynthesis dataset with 1.9M reactions from patents (1976-2016). The task is: Predict the reactants needed to synthesize the given product. (1) Given the product [CH3:11][O:10][C:7]1[CH:8]=[CH:9][C:4]([C:2](=[O:3])[CH:1]=[CH:14][C:15]2[CH:20]=[CH:19][CH:18]=[CH:17][CH:16]=2)=[CH:5][CH:6]=1, predict the reactants needed to synthesize it. The reactants are: [CH3:1][C:2]([C:4]1[CH:9]=[CH:8][C:7]([O:10][CH3:11])=[CH:6][CH:5]=1)=[O:3].[OH-].[Na+].[CH:14](=O)[C:15]1[CH:20]=[CH:19][CH:18]=[CH:17][CH:16]=1. (2) Given the product [CH3:8][C:1]1[CH:2]=[C:3]([CH3:7])[CH:4]=[CH:5][C:6]=1[C:15]([C:16]1[CH:21]=[CH:20][CH:19]=[CH:18][C:17]=1[C:13]([OH:23])=[O:14])=[O:22], predict the reactants needed to synthesize it. The reactants are: [C:1]1([CH3:8])[CH:6]=[CH:5][CH:4]=[C:3]([CH3:7])[CH:2]=1.[Cl-].[Al+3].[Cl-].[Cl-].[C:13]1(=[O:23])[C:17]2[CH:18]=[CH:19][CH:20]=[CH:21][C:16]=2[C:15](=[O:22])[O:14]1. (3) Given the product [Br:1][C:2]1[C:3]([Cl:21])=[C:4]([N:16]([CH2:33][C:34]2[CH:39]=[CH:38][C:37]([O:40][CH3:41])=[CH:36][CH:35]=2)[C:17](=[O:20])[O:18][CH3:19])[CH:5]=[C:6]([N:8]([CH2:33][C:34]2[CH:39]=[CH:38][C:37]([O:40][CH3:41])=[CH:36][CH:35]=2)[C:9](=[O:15])[O:10][C:11]([CH3:14])([CH3:12])[CH3:13])[CH:7]=1, predict the reactants needed to synthesize it. The reactants are: [Br:1][C:2]1[C:3]([Cl:21])=[C:4]([NH:16][C:17](=[O:20])[O:18][CH3:19])[CH:5]=[C:6]([NH:8][C:9](=[O:15])[O:10][C:11]([CH3:14])([CH3:13])[CH3:12])[CH:7]=1.C[Si]([N-][Si](C)(C)C)(C)C.[Na+].Cl[CH2:33][C:34]1[CH:39]=[CH:38][C:37]([O:40][CH3:41])=[CH:36][CH:35]=1.